Predict the reaction yield, written as a fraction of the theoretical maximum amount of product (1.0 means a 100% yield; for example, 0.34 means a 34% yield). From a dataset of Reaction yield outcomes from USPTO patents with 853,638 reactions. (1) The catalyst is C1COCC1.CO. The reactants are FC1C=CC(C(Cl)=O)=CC=1.C[O:12][C:13](=[O:46])[CH:14]=[CH:15][C:16]1[CH:21]=[CH:20][C:19]([C:22]([N:24]2[C:33]3[C:28](=[CH:29][CH:30]=[CH:31][CH:32]=3)[C@H:27]([N:34]([C:42](=[O:44])[CH3:43])[C:35]3[CH:40]=[CH:39][C:38]([Cl:41])=[CH:37][CH:36]=3)[CH2:26][C@@H:25]2[CH3:45])=[O:23])=[CH:18][CH:17]=1.[Li+].[OH-]. The product is [C:42]([N:34]([C:35]1[CH:36]=[CH:37][C:38]([Cl:41])=[CH:39][CH:40]=1)[C@H:27]1[C:28]2[C:33](=[CH:32][CH:31]=[CH:30][CH:29]=2)[N:24]([C:22]([C:19]2[CH:20]=[CH:21][C:16]([CH:15]=[CH:14][C:13]([OH:46])=[O:12])=[CH:17][CH:18]=2)=[O:23])[C@@H:25]([CH3:45])[CH2:26]1)(=[O:44])[CH3:43]. The yield is 0.990. (2) The reactants are C(N(CC)CC)C.Cl.CN(C)CCCN=C=NCC.[NH2:20][CH2:21][C:22]([C:24]1[CH:29]=[CH:28][CH:27]=[C:26]([O:30][C:31]([F:34])([F:33])[F:32])[CH:25]=1)=[O:23].[C:35]([O:39][C:40]([N:42]1[CH2:47][CH2:46][CH:45]([C:48](O)=[O:49])[CH2:44][CH2:43]1)=[O:41])([CH3:38])([CH3:37])[CH3:36]. The catalyst is C(Cl)Cl. The product is [O:23]=[C:22]([C:24]1[CH:29]=[CH:28][CH:27]=[C:26]([O:30][C:31]([F:32])([F:33])[F:34])[CH:25]=1)[CH2:21][NH:20][C:48]([CH:45]1[CH2:46][CH2:47][N:42]([C:40]([O:39][C:35]([CH3:38])([CH3:37])[CH3:36])=[O:41])[CH2:43][CH2:44]1)=[O:49]. The yield is 0.570. (3) The reactants are C(OC(=O)[NH:7][C:8]1([C:12]2[CH:17]=[CH:16][C:15]([C:18]3[C:23](=[O:24])[C:22]4[CH:25]=[CH:26][C:27]5[N:28]=[CH:29][N:30](COCC[Si](C)(C)C)[C:31]=5[C:21]=4[O:20][C:19]=3[C:40]3[CH:45]=[CH:44][CH:43]=[CH:42][CH:41]=3)=[CH:14][CH:13]=2)[CH2:11][CH2:10][CH2:9]1)(C)(C)C.C(OC(=O)N)(C)(C)C.C(O)(C(F)(F)F)=O. The catalyst is C(Cl)Cl. The product is [NH2:7][C:8]1([C:12]2[CH:13]=[CH:14][C:15]([C:18]3[C:23](=[O:24])[C:22]4[CH:25]=[CH:26][C:27]5[N:28]=[CH:29][NH:30][C:31]=5[C:21]=4[O:20][C:19]=3[C:40]3[CH:45]=[CH:44][CH:43]=[CH:42][CH:41]=3)=[CH:16][CH:17]=2)[CH2:11][CH2:10][CH2:9]1. The yield is 0.840. (4) The reactants are [Cl-].O[NH3+:3].[C:4](=[O:7])([O-])[OH:5].[Na+].CS(C)=O.[CH2:13]([C:17]1[N:18]([CH2:37][C:38]2[CH:43]=[CH:42][C:41]([C:44]3[C:45]([C:50]#[N:51])=[CH:46][CH:47]=[CH:48][CH:49]=3)=[CH:40][CH:39]=2)[C:19](=[O:36])[C:20]([C:26]2[CH:27]=[CH:28][C:29]3[O:33][CH:32]([CH3:34])[CH2:31][C:30]=3[CH:35]=2)=[C:21]([CH:23]2[CH2:25][CH2:24]2)[N:22]=1)[CH2:14][CH2:15][CH3:16]. The catalyst is O. The product is [CH2:13]([C:17]1[N:18]([CH2:37][C:38]2[CH:39]=[CH:40][C:41]([C:44]3[CH:49]=[CH:48][CH:47]=[CH:46][C:45]=3[C:50]3[NH:3][C:4](=[O:7])[O:5][N:51]=3)=[CH:42][CH:43]=2)[C:19](=[O:36])[C:20]([C:26]2[CH:27]=[CH:28][C:29]3[O:33][CH:32]([CH3:34])[CH2:31][C:30]=3[CH:35]=2)=[C:21]([CH:23]2[CH2:25][CH2:24]2)[N:22]=1)[CH2:14][CH2:15][CH3:16]. The yield is 0.820. (5) The reactants are B(F)(F)F.CCOCC.[OH:10][C:11]1[C:20]([CH3:21])=[C:19]2[C:14]([CH:15]=[C:16]([NH:23][C:24](=[O:33])[O:25][CH2:26][C:27]3[CH:32]=[CH:31][CH:30]=[CH:29][CH:28]=3)[C:17](=[O:22])[O:18]2)=[C:13]([O:34][CH3:35])[CH:12]=1.ClC(Cl)(Cl)C(=N)O[C@H:40]1[C@@H:45]2[O:46][C:47](=[O:49])[O:48][C@@H:44]2[C@@H:43]([O:50][CH3:51])[C:42]([CH3:53])([CH3:52])[O:41]1.C(N(CC)CC)C. The catalyst is C(Cl)Cl. The product is [CH3:35][O:34][C:13]1[CH:12]=[C:11]([O:10][C@H:40]2[C@@H:45]3[O:46][C:47](=[O:49])[O:48][C@@H:44]3[C@@H:43]([O:50][CH3:51])[C:42]([CH3:53])([CH3:52])[O:41]2)[C:20]([CH3:21])=[C:19]2[C:14]=1[CH:15]=[C:16]([NH:23][C:24](=[O:33])[O:25][CH2:26][C:27]1[CH:28]=[CH:29][CH:30]=[CH:31][CH:32]=1)[C:17](=[O:22])[O:18]2. The yield is 0.740. (6) The reactants are [C:1]1([NH:7][S:8]([C:11]2[CH:16]=[CH:15][C:14]([CH:17]=[CH:18][C:19]([OH:21])=O)=[CH:13][CH:12]=2)(=[O:10])=[O:9])[CH:6]=[CH:5][CH:4]=[CH:3][CH:2]=1.[Cl:22]CCl. The catalyst is CN(C)C=O. The product is [C:1]1([NH:7][S:8]([C:11]2[CH:16]=[CH:15][C:14]([CH:17]=[CH:18][C:19]([Cl:22])=[O:21])=[CH:13][CH:12]=2)(=[O:10])=[O:9])[CH:6]=[CH:5][CH:4]=[CH:3][CH:2]=1. The yield is 0.920. (7) The reactants are [C:1]1([C:7]([C:15]2[CH:20]=[CH:19][CH:18]=[CH:17][CH:16]=2)=[N:8][CH2:9][C:10]([O:12][CH2:13][CH3:14])=[O:11])[CH:6]=[CH:5][CH:4]=[CH:3][CH:2]=1.[Li+].CC([N-]C(C)C)C.C(C1C=CC=CC=1)C.[C:37]1([S:43]([O:46][C:47]2[CH:48]=[CH:49][C:50]([CH2:53]Br)=[N:51][CH:52]=2)(=[O:45])=[O:44])[CH:42]=[CH:41][CH:40]=[CH:39][CH:38]=1. The catalyst is C1COCC1.CCOCC.CCCCCC. The product is [C:1]1([C:7]([C:15]2[CH:20]=[CH:19][CH:18]=[CH:17][CH:16]=2)=[N:8][CH:9]([CH2:53][C:50]2[CH:49]=[CH:48][C:47]([O:46][S:43]([C:37]3[CH:38]=[CH:39][CH:40]=[CH:41][CH:42]=3)(=[O:45])=[O:44])=[CH:52][N:51]=2)[C:10]([O:12][CH2:13][CH3:14])=[O:11])[CH:2]=[CH:3][CH:4]=[CH:5][CH:6]=1. The yield is 0.720. (8) The reactants are [Cl:1][C:2]1[C:10]2[N:9]=[C:8]([NH:11][C:12]3[CH:17]=[CH:16][C:15]([O:18][CH3:19])=[CH:14][C:13]=3[Cl:20])[N:7]([CH2:21][CH2:22][CH2:23][CH2:24]O)[C:6]=2[C:5](C(OC)=O)=[CH:4][CH:3]=1.[CH2:30](N(CC)CC)C.CS(Cl)(=O)=O.[C:42](=[O:45])([O-])[O-:43].[K+].[K+]. The catalyst is O1CCCC1.C(OCC)(=O)C. The product is [Cl:1][C:2]1[CH:3]=[CH:4][C:5]([C:42]([O:43][CH3:30])=[O:45])=[C:6]2[C:10]=1[N:9]=[C:8]1[N:11]([C:12]3[CH:17]=[CH:16][C:15]([O:18][CH3:19])=[CH:14][C:13]=3[Cl:20])[CH2:24][CH2:23][CH2:22][CH2:21][N:7]21. The yield is 0.940. (9) The reactants are Cl[CH2:2][CH2:3][NH:4][C:5]1[CH:10]=[CH:9][CH:8]=[CH:7][C:6]=1[N:11]1[CH2:16][CH2:15][N:14]([C:17]2[C:26]3[C:21](=[CH:22][C:23]([O:29][CH3:30])=[C:24]([O:27][CH3:28])[CH:25]=3)[N:20]=[C:19]([CH:31]3[CH2:33][CH2:32]3)[N:18]=2)[CH2:13][CH2:12]1.C([O-])([O-])=O.[K+].[K+].[H-].[Na+]. The catalyst is CN(C=O)C.O. The product is [N:4]1([C:5]2[CH:10]=[CH:9][CH:8]=[CH:7][C:6]=2[N:11]2[CH2:16][CH2:15][N:14]([C:17]3[C:26]4[C:21](=[CH:22][C:23]([O:29][CH3:30])=[C:24]([O:27][CH3:28])[CH:25]=4)[N:20]=[C:19]([CH:31]4[CH2:33][CH2:32]4)[N:18]=3)[CH2:13][CH2:12]2)[CH2:2][CH2:3]1. The yield is 0.180. (10) The reactants are [Cl:1][C:2]1[N:7]=[CH:6][C:5]([CH2:8][C:9]#[N:10])=[CH:4][CH:3]=1.[H-].[Na+].[CH3:13]I. The catalyst is O1CCCC1.O. The product is [Cl:1][C:2]1[N:7]=[CH:6][C:5]([CH:8]([CH3:13])[C:9]#[N:10])=[CH:4][CH:3]=1. The yield is 0.460.